From a dataset of Forward reaction prediction with 1.9M reactions from USPTO patents (1976-2016). Predict the product of the given reaction. (1) Given the reactants [OH:1][C:2]1[C:11]2[C:6](=[CH:7][C:8]([CH2:12][C:13]3[CH:18]=[CH:17][CH:16]=[CH:15][CH:14]=3)=[CH:9][N:10]=2)[NH:5][C:4](=[O:19])[C:3]=1[C:20](OCC)=[O:21].[CH2:25]([NH2:31])[C:26]1[O:30][CH:29]=[CH:28][CH:27]=1, predict the reaction product. The product is: [O:30]1[CH:29]=[CH:28][CH:27]=[C:26]1[CH2:25][NH:31][C:20]([C:3]1[C:4](=[O:19])[NH:5][C:6]2[C:11]([C:2]=1[OH:1])=[N:10][CH:9]=[C:8]([CH2:12][C:13]1[CH:14]=[CH:15][CH:16]=[CH:17][CH:18]=1)[CH:7]=2)=[O:21]. (2) Given the reactants [NH:1]1[C:9]2[C:4](=[CH:5][C:6]([C:10]3[N:15]=[C:14]([CH2:16][OH:17])[CH:13]=[C:12]([N:18]4[CH2:23][CH2:22][O:21][CH2:20][CH2:19]4)[N:11]=3)=[CH:7][CH:8]=2)[CH:3]=[CH:2]1.C(N(CC)CC)C.[CH3:31][S:32](Cl)(=[O:34])=[O:33].O, predict the reaction product. The product is: [CH3:31][S:32]([O:17][CH2:16][C:14]1[CH:13]=[C:12]([N:18]2[CH2:23][CH2:22][O:21][CH2:20][CH2:19]2)[N:11]=[C:10]([C:6]2[CH:5]=[C:4]3[C:9](=[CH:8][CH:7]=2)[NH:1][CH:2]=[CH:3]3)[N:15]=1)(=[O:34])=[O:33]. (3) Given the reactants Br[C:2]1[N:6]([CH:7]([C:18]2[CH:23]=[CH:22][CH:21]=[CH:20][CH:19]=2)[CH2:8][CH2:9][O:10][Si](C(C)(C)C)(C)C)[N:5]=[C:4]([N+:24]([O-:26])=[O:25])[N:3]=1.[F-].C([N+](CCCC)(CCCC)CCCC)CCC.O, predict the reaction product. The product is: [N+:24]([C:4]1[N:3]=[C:2]2[O:10][CH2:9][CH2:8][CH:7]([C:18]3[CH:23]=[CH:22][CH:21]=[CH:20][CH:19]=3)[N:6]2[N:5]=1)([O-:26])=[O:25]. (4) Given the reactants [H-].[Na+].[BH4-].[Na+].O.[NH2:6][C:7]1[N:12]=[C:11]([SH:13])[N:10]=[C:9]([OH:14])[CH:8]=1.Cl[C@@H:16]([C:18]1[CH:23]=[CH:22][CH:21]=[CH:20][CH:19]=1)[CH3:17], predict the reaction product. The product is: [NH2:6][C:7]1[N:12]=[C:11]([S:13][C@H:16]([C:18]2[CH:23]=[CH:22][CH:21]=[CH:20][CH:19]=2)[CH3:17])[N:10]=[C:9]([OH:14])[CH:8]=1. (5) Given the reactants [CH3:1][O:2][C:3]1[CH:4]=[C:5]2[C:10](=[CH:11][C:12]=1[O:13][CH3:14])[N:9]=[CH:8][N:7]=[C:6]2[O:15][C:16]1[CH:17]=[C:18]([CH:20]=[CH:21][CH:22]=1)[NH2:19].[F:23][C:24]([C:27]1[CH:31]=[C:30]([NH:32][C:33](=O)[O:34]C2C=CC=CC=2)[O:29][N:28]=1)([CH3:26])[CH3:25].C(C1C=C(NC(=O)N)ON=1)(C)C, predict the reaction product. The product is: [CH3:1][O:2][C:3]1[CH:4]=[C:5]2[C:10](=[CH:11][C:12]=1[O:13][CH3:14])[N:9]=[CH:8][N:7]=[C:6]2[O:15][C:16]1[CH:17]=[C:18]([NH:19][C:33]([NH:32][C:30]2[O:29][N:28]=[C:27]([C:24]([F:23])([CH3:25])[CH3:26])[CH:31]=2)=[O:34])[CH:20]=[CH:21][CH:22]=1. (6) Given the reactants [CH:1]1([C:4]2[C:12]([N:13]([CH2:18][CH2:19][CH2:20][N:21]3C(=O)C4C(=CC=CC=4)C3=O)[S:14]([CH3:17])(=[O:16])=[O:15])=[CH:11][C:10]3[C:6](=[C:7]([C:46]([NH:48][CH3:49])=[O:47])[N:8]([C:32]4[CH:37]=[CH:36][C:35]([NH:38][C:39]5[CH:44]=[CH:43][C:42]([F:45])=[CH:41][CH:40]=5)=[CH:34][CH:33]=4)[N:9]=3)[CH:5]=2)[CH2:3][CH2:2]1.O=P(Cl)(Cl)Cl, predict the reaction product. The product is: [NH2:21][CH2:20][CH2:19][CH2:18][N:13]([S:14]([CH3:17])(=[O:15])=[O:16])[C:12]1[C:4]([CH:1]2[CH2:3][CH2:2]2)=[CH:5][C:6]2[C:10]([CH:11]=1)=[N:9][N:8]([C:32]1[CH:33]=[CH:34][C:35]([NH:38][C:39]3[CH:44]=[CH:43][C:42]([F:45])=[CH:41][CH:40]=3)=[CH:36][CH:37]=1)[C:7]=2[C:46]([NH:48][CH3:49])=[O:47].